The task is: Predict the reaction yield, written as a fraction of the theoretical maximum amount of product (1.0 means a 100% yield; for example, 0.34 means a 34% yield).. This data is from Reaction yield outcomes from USPTO patents with 853,638 reactions. (1) The reactants are [CH2:1]([O:3][C:4]([C:6]1[S:10][C:9]([C:11]2[NH:12][N:13]=[CH:14][CH:15]=2)=[N:8][C:7]=1[CH3:16])=[O:5])[CH3:2].Br[CH2:18][CH2:19][C:20]1[CH:25]=[CH:24][C:23]([F:26])=[CH:22][CH:21]=1.C(=O)([O-])[O-].[K+].[K+]. The catalyst is CS(C)=O.C(OCC)(=O)C. The product is [CH2:1]([O:3][C:4]([C:6]1[S:10][C:9]([C:11]2[CH:15]=[CH:14][N:13]([CH2:18][CH2:19][C:20]3[CH:25]=[CH:24][C:23]([F:26])=[CH:22][CH:21]=3)[N:12]=2)=[N:8][C:7]=1[CH3:16])=[O:5])[CH3:2]. The yield is 0.450. (2) The reactants are F[C:2]1[CH:7]=[CH:6][C:5]([N+:8]([O-:10])=[O:9])=[CH:4][CH:3]=1.[NH:11]1[CH2:16][CH2:15][CH:14]([C:17]([O:19][CH3:20])=[O:18])[CH2:13][CH2:12]1.C([O-])([O-])=O.[K+].[K+]. The catalyst is CN(C=O)C. The product is [N+:8]([C:5]1[CH:6]=[CH:7][C:2]([N:11]2[CH2:16][CH2:15][CH:14]([C:17]([O:19][CH3:20])=[O:18])[CH2:13][CH2:12]2)=[CH:3][CH:4]=1)([O-:10])=[O:9]. The yield is 0.850. (3) The reactants are [OH:1][C:2]1[CH:6]=[C:5]([C:7]([O:9][CH3:10])=[O:8])[N:4]([CH3:11])[N:3]=1.IC.[C:14](=O)([O-])[O-].[K+].[K+].CN(C)C=O. The catalyst is O. The product is [CH3:14][O:1][C:2]1[CH:6]=[C:5]([C:7]([O:9][CH3:10])=[O:8])[N:4]([CH3:11])[N:3]=1. The yield is 0.790.